From a dataset of Full USPTO retrosynthesis dataset with 1.9M reactions from patents (1976-2016). Predict the reactants needed to synthesize the given product. (1) Given the product [CH3:1][C:2]([Si:5]([CH3:28])([CH3:27])[O:6][CH2:7][C@@H:8]([O:10][C:11]1[CH:25]=[C:24]([O:26][C:30]2[N:31]=[CH:32][C:33]([C:34]([O:36][CH3:37])=[O:35])=[CH:38][CH:39]=2)[CH:23]=[C:13]([C:14]([NH:16][C:17]2[CH:21]=[CH:20][N:19]([CH3:22])[N:18]=2)=[O:15])[CH:12]=1)[CH3:9])([CH3:3])[CH3:4], predict the reactants needed to synthesize it. The reactants are: [CH3:1][C:2]([Si:5]([CH3:28])([CH3:27])[O:6][CH2:7][C@@H:8]([O:10][C:11]1[CH:12]=[C:13]([CH:23]=[C:24]([OH:26])[CH:25]=1)[C:14]([NH:16][C:17]1[CH:21]=[CH:20][N:19]([CH3:22])[N:18]=1)=[O:15])[CH3:9])([CH3:4])[CH3:3].Cl[C:30]1[CH:39]=[CH:38][C:33]([C:34]([O:36][CH3:37])=[O:35])=[CH:32][N:31]=1.C(=O)([O-])[O-].[Cs+].[Cs+]. (2) Given the product [F:1][C:2]([F:35])([F:34])[C:3]1[CH:4]=[C:5]([C:13]([N:15]2[CH2:20][CH2:19][C@H:18]([C:21]3[CH:26]=[CH:25][CH:24]=[C:23]([N:36]4[CH2:41][CH2:40][O:39][CH2:38][CH2:37]4)[CH:22]=3)[C@H:17]([C:28]3[CH:33]=[CH:32][CH:31]=[CH:30][CH:29]=3)[CH2:16]2)=[O:14])[CH:6]=[C:7]([C:9]([F:12])([F:11])[F:10])[CH:8]=1, predict the reactants needed to synthesize it. The reactants are: [F:1][C:2]([F:35])([F:34])[C:3]1[CH:4]=[C:5]([C:13]([N:15]2[CH2:20][CH2:19][C@H:18]([C:21]3[CH:26]=[CH:25][CH:24]=[C:23](Br)[CH:22]=3)[C@H:17]([C:28]3[CH:33]=[CH:32][CH:31]=[CH:30][CH:29]=3)[CH2:16]2)=[O:14])[CH:6]=[C:7]([C:9]([F:12])([F:11])[F:10])[CH:8]=1.[NH:36]1[CH2:41][CH2:40][O:39][CH2:38][CH2:37]1.